From a dataset of Full USPTO retrosynthesis dataset with 1.9M reactions from patents (1976-2016). Predict the reactants needed to synthesize the given product. (1) Given the product [CH3:7][O:6][C:4](=[O:5])[CH2:3][CH2:2][S:1][CH2:39][C@@H:31]1[C:32]2[C:37](=[CH:36][CH:35]=[CH:34][CH:33]=2)[CH2:38][C@H:30]1[NH:29][C:27]([C:23]1[NH:22][C:21]2[C:20]([Cl:45])=[C:19]([Cl:18])[S:26][C:25]=2[CH:24]=1)=[O:28], predict the reactants needed to synthesize it. The reactants are: [SH:1][CH2:2][CH2:3][C:4]([O:6][CH3:7])=[O:5].C[Si]([N-][Si](C)(C)C)(C)C.[Na+].[Cl:18][C:19]1[S:26][C:25]2[CH:24]=[C:23]([C:27]([NH:29][C@@H:30]3[CH2:38][C:37]4[C:32](=[CH:33][CH:34]=[CH:35][CH:36]=4)[C@H:31]3[CH2:39]OS(C)(=O)=O)=[O:28])[NH:22][C:21]=2[C:20]=1[Cl:45].[Cl-].[NH4+]. (2) Given the product [Br:7][C:8]1[CH:16]=[CH:15][C:14]2[N:13]3[CH2:12][CH2:1][C:2](=[O:5])[C:3]3=[CH:11][C:10]=2[CH:9]=1, predict the reactants needed to synthesize it. The reactants are: [CH3:1][C:2]([O-:5])(C)[CH3:3].[K+].[Br:7][C:8]1[CH:9]=[C:10]2[C:14](=[CH:15][CH:16]=1)[NH:13][C:12](C(OCC)=O)=[CH:11]2.C(OC)(=O)C=C.Cl.